This data is from Full USPTO retrosynthesis dataset with 1.9M reactions from patents (1976-2016). The task is: Predict the reactants needed to synthesize the given product. (1) Given the product [CH2:32]([C:29]1[CH:30]=[N:31][C:26]([N:18]([CH2:19][CH2:20][CH2:21][CH2:22][CH2:23][CH2:24][CH3:25])[CH2:17][CH2:16][C:14]2[N:15]=[C:11]([S:10][C:7]([CH3:8])([CH3:9])[C:6]([OH:34])=[O:5])[S:12][CH:13]=2)=[N:27][CH:28]=1)[CH3:33], predict the reactants needed to synthesize it. The reactants are: C([O:5][C:6](=[O:34])[C:7]([S:10][C:11]1[S:12][CH:13]=[C:14]([CH2:16][CH2:17][N:18]([C:26]2[N:31]=[CH:30][C:29]([CH2:32][CH3:33])=[CH:28][N:27]=2)[CH2:19][CH2:20][CH2:21][CH2:22][CH2:23][CH2:24][CH3:25])[N:15]=1)([CH3:9])[CH3:8])(C)(C)C.FC(F)(F)C(O)=O. (2) Given the product [C:8]1([C:6]2[N:7]=[C:2]([NH:36][C:33]3[CH:34]=[CH:35][C:27]4[O:26][CH2:31][CH2:30][NH:29][C:28]=4[CH:32]=3)[C:3]3[NH:16][N:15]=[CH:14][C:4]=3[N:5]=2)[CH:9]=[CH:10][CH:11]=[CH:12][CH:13]=1, predict the reactants needed to synthesize it. The reactants are: Cl[C:2]1[C:3]2[C:4](=[CH:14][N:15](CC3C=CC(OC)=CC=3)[N:16]=2)[N:5]=[C:6]([C:8]2[CH:13]=[CH:12][CH:11]=[CH:10][CH:9]=2)[N:7]=1.[O:26]1[CH2:31][CH2:30][NH:29][C:28]2[CH:32]=[C:33]([NH2:36])[CH:34]=[CH:35][C:27]1=2.Cl. (3) Given the product [CH3:8][O:9][C:10](=[O:24])[CH2:11][C:13]1[C:21]2[C:16](=[N:17][CH:18]=[CH:19][CH:20]=2)[NH:15][C:14]=1[CH2:22][CH3:23], predict the reactants needed to synthesize it. The reactants are: C([SiH](CC)CC)C.[CH3:8][O:9][C:10](=[O:24])[C:11]([C:13]1[C:21]2[C:16](=[N:17][CH:18]=[CH:19][CH:20]=2)[NH:15][C:14]=1[CH2:22][CH3:23])=O. (4) Given the product [Cl:1][C:2]1[CH:7]=[CH:6][CH:5]=[CH:4][C:3]=1[S:8]([NH:11][C@@H:12]([CH2:16][OH:17])[C:13](=[O:15])[N:29]1[CH2:30][CH2:31][N:26]([C:21]2[C:20]([C:19]([F:33])([F:18])[F:32])=[CH:25][CH:24]=[CH:23][N:22]=2)[CH2:27][CH2:28]1)(=[O:9])=[O:10], predict the reactants needed to synthesize it. The reactants are: [Cl:1][C:2]1[CH:7]=[CH:6][CH:5]=[CH:4][C:3]=1[S:8]([NH:11][C@@H:12]([CH2:16][OH:17])[C:13]([OH:15])=O)(=[O:10])=[O:9].[F:18][C:19]([F:33])([F:32])[C:20]1[C:21]([N:26]2[CH2:31][CH2:30][NH:29][CH2:28][CH2:27]2)=[N:22][CH:23]=[CH:24][CH:25]=1. (5) Given the product [N:22]([CH2:25][CH2:26][C@@H:27]([OH:30])[CH2:28][O:29][Si:1]([C:14]([CH3:17])([CH3:16])[CH3:15])([C:8]1[CH:13]=[CH:12][CH:11]=[CH:10][CH:9]=1)[C:2]1[CH:7]=[CH:6][CH:5]=[CH:4][CH:3]=1)=[N+:23]=[N-:24], predict the reactants needed to synthesize it. The reactants are: [Si:1](Cl)([C:14]([CH3:17])([CH3:16])[CH3:15])([C:8]1[CH:13]=[CH:12][CH:11]=[CH:10][CH:9]=1)[C:2]1[CH:7]=[CH:6][CH:5]=[CH:4][CH:3]=1.ClCCl.[N:22]([CH2:25][CH2:26][C@@H:27]([OH:30])[CH2:28][OH:29])=[N+:23]=[N-:24].C(N(CC)CC)C. (6) Given the product [CH3:23][N:24]1[C:25](=[O:30])[NH:26][C:27](=[O:29])/[C:28]/1=[CH:19]/[C:17]1[O:18][C:11]2[C:10]([C:6]3[CH:7]=[CH:8][CH:9]=[C:4]([O:3][C:2]([F:1])([F:22])[F:21])[CH:5]=3)=[CH:15][N:14]=[CH:13][C:12]=2[CH:16]=1, predict the reactants needed to synthesize it. The reactants are: [F:1][C:2]([F:22])([F:21])[O:3][C:4]1[CH:5]=[C:6]([C:10]2[C:11]3[O:18][C:17]([CH:19]=O)=[CH:16][C:12]=3[CH:13]=[N:14][CH:15]=2)[CH:7]=[CH:8][CH:9]=1.[CH3:23][N:24]1[CH2:28][C:27](=[O:29])[NH:26][C:25]1=[O:30].NCCC(O)=O. (7) The reactants are: [CH3:1][C:2]1[CH:3]=[N:4][CH:5]=[C:6]([CH:10]=1)[C:7](Cl)=[O:8].Cl[C:12]1[CH:31]=[CH:30][C:15]([C:16]([NH:18][C:19]2C=C[CH:22]=[C:21]([CH:25]3[O:29]CC[O:26]3)[CH:20]=2)=O)=[CH:14][CH:13]=1.[NH:32]1CCC(C(OC)=O)C1. Given the product [CH3:1][C:2]1[CH:10]=[C:6]([C:7]([NH:32][C:13]2[CH:14]=[C:15]([CH:30]=[CH:31][CH:12]=2)[CH2:16][N:18]2[CH2:19][CH2:20][CH:21]([C:25]([OH:29])=[O:26])[CH2:22]2)=[O:8])[CH:5]=[N:4][CH:3]=1, predict the reactants needed to synthesize it.